The task is: Predict the product of the given reaction.. This data is from Forward reaction prediction with 1.9M reactions from USPTO patents (1976-2016). (1) The product is: [CH3:1][C:2]1([CH3:30])[C:14]2[CH:13]=[C:12]([C:15]3[C:16]([C:24]4[CH:25]=[CH:26][CH:27]=[CH:28][CH:29]=4)=[CH:17][C:18]([NH2:21])=[CH:19][CH:20]=3)[CH:11]=[CH:10][C:9]=2[C:8]2[C:3]1=[CH:4][CH:5]=[CH:6][CH:7]=2. Given the reactants [CH3:1][C:2]1([CH3:30])[C:14]2[CH:13]=[C:12]([C:15]3[CH:20]=[CH:19][C:18]([N+:21]([O-])=O)=[CH:17][C:16]=3[C:24]3[CH:29]=[CH:28][CH:27]=[CH:26][CH:25]=3)[CH:11]=[CH:10][C:9]=2[C:8]2[C:3]1=[CH:4][CH:5]=[CH:6][CH:7]=2.Cl, predict the reaction product. (2) Given the reactants [H-].[Na+].[CH:3]1([S:6]([NH2:9])(=[O:8])=[O:7])[CH2:5][CH2:4]1.[F:10][CH:11]1[CH2:14][N:13]([C:15]2[CH:16]=[C:17]([CH:21]3[C:30]([CH3:32])([CH3:31])[CH2:29][C:28]4[C:23](=[CH:24][CH:25]=[C:26]([C:33](O)=[O:34])[CH:27]=4)[NH:22]3)[CH:18]=[CH:19][CH:20]=2)[CH2:12]1.C(N1C=CN=C1)(N1C=CN=C1)=O, predict the reaction product. The product is: [F:10][CH:11]1[CH2:14][N:13]([C:15]2[CH:16]=[C:17]([CH:21]3[C:30]([CH3:31])([CH3:32])[CH2:29][C:28]4[C:23](=[CH:24][CH:25]=[C:26]([C:33]([NH:9][S:6]([CH:3]5[CH2:5][CH2:4]5)(=[O:8])=[O:7])=[O:34])[CH:27]=4)[NH:22]3)[CH:18]=[CH:19][CH:20]=2)[CH2:12]1. (3) Given the reactants [Si:1]([O:8][C@@H:9]([C:27]([F:35])([F:34])[C:28]1[CH:33]=[CH:32][CH:31]=[CH:30][CH:29]=1)/[CH:10]=[CH:11]/[C@@H:12]1[N:16](CC2C=CC(OC)=CC=2)[C:15](=[O:26])[CH2:14][CH2:13]1)([C:4]([CH3:7])([CH3:6])[CH3:5])([CH3:3])[CH3:2].[H-].[Na+].BrCCCCCCC(OC(C)C)=O.[Na+].[I-], predict the reaction product. The product is: [Si:1]([O:8][C@@H:9]([C:27]([F:35])([F:34])[C:28]1[CH:29]=[CH:30][CH:31]=[CH:32][CH:33]=1)/[CH:10]=[CH:11]/[C@@H:12]1[NH:16][C:15](=[O:26])[CH2:14][CH2:13]1)([C:4]([CH3:7])([CH3:6])[CH3:5])([CH3:3])[CH3:2].